Dataset: Catalyst prediction with 721,799 reactions and 888 catalyst types from USPTO. Task: Predict which catalyst facilitates the given reaction. (1) Reactant: [C:1]1([C:7]2[CH:12]=[CH:11][CH:10]=[CH:9][CH:8]=2)[CH:6]=[CH:5][CH:4]=[CH:3][CH:2]=1.C[N:14]([C:16]([O:20]N1N=NC2C=CC=CC1=2)=[N+](C)C)C.F[P-](F)(F)(F)(F)F.CN(C)C[C@@H](N)CC1SC=CC=1. The catalyst class is: 31. Product: [C:1]1([C:7]2[CH:8]=[CH:9][CH:10]=[CH:11][CH:12]=2)[C:6]([C:16]([NH2:14])=[O:20])=[CH:5][CH:4]=[CH:3][CH:2]=1. (2) Reactant: Cl.[CH2:2]([NH2:5])[C:3]#[CH:4].N1C=CC=CC=1.[N+:12]([C:15]1[CH:23]=[CH:22][C:18]([C:19](Cl)=[O:20])=[CH:17][CH:16]=1)([O-:14])=[O:13]. Product: [N+:12]([C:15]1[CH:23]=[CH:22][C:18]([C:19]([NH:5][CH2:2][C:3]#[CH:4])=[O:20])=[CH:17][CH:16]=1)([O-:14])=[O:13]. The catalyst class is: 7. (3) Reactant: [NH2:1][C:2]1[CH:3]=[C:4]([CH:36]=[CH:37][CH:38]=1)[CH2:5][O:6][CH2:7][CH2:8][O:9][C:10]1[CH:15]=[CH:14][C:13]([CH2:16][CH2:17][N:18]2[CH2:22][C@@H:21]([C:23]3[CH:34]=[CH:33][C:26]4[O:27][C:28]([CH3:32])([CH3:31])[O:29][CH2:30][C:25]=4[CH:24]=3)[O:20][C:19]2=[O:35])=[CH:12][CH:11]=1.[CH3:39][S:40](Cl)(=[O:42])=[O:41]. Product: [CH3:31][C:28]1([CH3:32])[O:27][C:26]2[CH:33]=[CH:34][C:23]([C@H:21]3[O:20][C:19](=[O:35])[N:18]([CH2:17][CH2:16][C:13]4[CH:12]=[CH:11][C:10]([O:9][CH2:8][CH2:7][O:6][CH2:5][C:4]5[CH:3]=[C:2]([NH:1][S:40]([CH3:39])(=[O:42])=[O:41])[CH:38]=[CH:37][CH:36]=5)=[CH:15][CH:14]=4)[CH2:22]3)=[CH:24][C:25]=2[CH2:30][O:29]1. The catalyst class is: 17. (4) Reactant: Br[C:2]1[CH:10]=[C:9]([CH3:11])[C:8]2[N:7]([C:12]([O:14][C:15]([CH3:18])([CH3:17])[CH3:16])=[O:13])[C@H:6]3[CH2:19][CH2:20][N:21]([C:23]([O:25][C:26]([CH3:29])([CH3:28])[CH3:27])=[O:24])[CH2:22][C@H:5]3[C:4]=2[CH:3]=1.C(=[NH:43])(C1C=CC=CC=1)C1C=CC=CC=1.C1C=CC(P(C2C=CC3C(=CC=CC=3)C=2C2C3C(=CC=CC=3)C=CC=2P(C2C=CC=CC=2)C2C=CC=CC=2)C2C=CC=CC=2)=CC=1.CC(C)([O-])C.[Na+].Cl.NO. Product: [NH2:43][C:2]1[CH:10]=[C:9]([CH3:11])[C:8]2[N:7]([C:12]([O:14][C:15]([CH3:18])([CH3:17])[CH3:16])=[O:13])[C@H:6]3[CH2:19][CH2:20][N:21]([C:23]([O:25][C:26]([CH3:29])([CH3:28])[CH3:27])=[O:24])[CH2:22][C@H:5]3[C:4]=2[CH:3]=1. The catalyst class is: 101. (5) Reactant: [NH2:1][C:2]1[C:12]([Br:13])=[CH:11][C:10]([Br:14])=[CH:9][C:3]=1[C:4]([N:6]([CH3:8])[NH2:7])=[O:5].O1CCCC1.C(N(CC)CC)C.Cl[C:28]([O:30][CH3:31])=[O:29]. Product: [NH2:1][C:2]1[C:12]([Br:13])=[CH:11][C:10]([Br:14])=[CH:9][C:3]=1[C:4]([N:6]([CH3:8])[NH:7][C:28]([O:30][CH3:31])=[O:29])=[O:5]. The catalyst class is: 6. (6) Reactant: [Na].[CH3:2][O:3][CH:4]([O:12]C)[C:5](=[CH:10]O)[C:6](OC)=O.Cl.[C:15]([NH:19][NH2:20])([CH3:18])([CH3:17])[CH3:16].O. Product: [C:15]([N:19]1[CH:10]=[C:5]([C:4]([O:3][CH3:2])=[O:12])[CH:6]=[N:20]1)([CH3:18])([CH3:17])[CH3:16]. The catalyst class is: 8. (7) Reactant: [NH2:1][C:2]1[CH:7]=[CH:6][C:5]([N:8]([CH2:16][CH2:17][C:18]2[N:19]=[C:20]([NH:23][C:24]([O:26][C:27]([CH3:30])([CH3:29])[CH3:28])=[O:25])[S:21][CH:22]=2)[C:9](=[O:15])[O:10][C:11]([CH3:14])([CH3:13])[CH3:12])=[CH:4][CH:3]=1.[F:31][C:32]([F:49])([F:48])[C:33]1[CH:38]=[CH:37][C:36]([C:39]2[CH2:44][CH2:43][CH2:42][CH2:41][C:40]=2[C:45](O)=[O:46])=[CH:35][CH:34]=1.O.ON1C2C=CC=CC=2N=N1.Cl.CN(C)CCCN=C=NCC. Product: [C:27]([O:26][C:24]([NH:23][C:20]1[S:21][CH:22]=[C:18]([CH2:17][CH2:16][N:8]([C:5]2[CH:4]=[CH:3][C:2]([NH:1][C:45]([C:40]3[CH2:41][CH2:42][CH2:43][CH2:44][C:39]=3[C:36]3[CH:35]=[CH:34][C:33]([C:32]([F:31])([F:48])[F:49])=[CH:38][CH:37]=3)=[O:46])=[CH:7][CH:6]=2)[C:9](=[O:15])[O:10][C:11]([CH3:14])([CH3:13])[CH3:12])[N:19]=1)=[O:25])([CH3:30])([CH3:29])[CH3:28]. The catalyst class is: 289.